The task is: Regression. Given two drug SMILES strings and cell line genomic features, predict the synergy score measuring deviation from expected non-interaction effect.. This data is from NCI-60 drug combinations with 297,098 pairs across 59 cell lines. (1) Drug 1: CS(=O)(=O)C1=CC(=C(C=C1)C(=O)NC2=CC(=C(C=C2)Cl)C3=CC=CC=N3)Cl. Drug 2: C1=CC(=CC=C1C#N)C(C2=CC=C(C=C2)C#N)N3C=NC=N3. Cell line: A549. Synergy scores: CSS=7.82, Synergy_ZIP=-2.17, Synergy_Bliss=1.01, Synergy_Loewe=1.13, Synergy_HSA=-0.0214. (2) Drug 1: CN(C)C(=N)N=C(N)N. Drug 2: C1CC(C1)(C2=CC=C(C=C2)C3=C(C=C4C(=N3)C=CN5C4=NNC5=O)C6=CC=CC=C6)N. Cell line: HT29. Synergy scores: CSS=33.9, Synergy_ZIP=0.849, Synergy_Bliss=1.71, Synergy_Loewe=-22.9, Synergy_HSA=1.90. (3) Drug 1: C1=CN(C(=O)N=C1N)C2C(C(C(O2)CO)O)O.Cl. Drug 2: CCC1(CC2CC(C3=C(CCN(C2)C1)C4=CC=CC=C4N3)(C5=C(C=C6C(=C5)C78CCN9C7C(C=CC9)(C(C(C8N6C=O)(C(=O)OC)O)OC(=O)C)CC)OC)C(=O)OC)O.OS(=O)(=O)O. Cell line: MCF7. Synergy scores: CSS=22.0, Synergy_ZIP=-6.56, Synergy_Bliss=5.43, Synergy_Loewe=-1.02, Synergy_HSA=4.90. (4) Drug 1: C1=CC(=CC=C1CC(C(=O)O)N)N(CCCl)CCCl.Cl. Drug 2: COC1=NC(=NC2=C1N=CN2C3C(C(C(O3)CO)O)O)N. Cell line: BT-549. Synergy scores: CSS=10.0, Synergy_ZIP=-1.75, Synergy_Bliss=6.49, Synergy_Loewe=1.35, Synergy_HSA=1.31. (5) Synergy scores: CSS=7.77, Synergy_ZIP=-2.28, Synergy_Bliss=-0.487, Synergy_Loewe=-3.46, Synergy_HSA=-1.49. Cell line: NCI-H522. Drug 1: CN1C2=C(C=C(C=C2)N(CCCl)CCCl)N=C1CCCC(=O)O.Cl. Drug 2: C1=NNC2=C1C(=O)NC=N2.